Dataset: Experimentally validated miRNA-target interactions with 360,000+ pairs, plus equal number of negative samples. Task: Binary Classification. Given a miRNA mature sequence and a target amino acid sequence, predict their likelihood of interaction. (1) The miRNA is hsa-miR-8061 with sequence CUUAGAUUAGAGGAUAUUGUU. The protein sequence of the target gene is MAALTDLSFMYRWFKNCNLVGNLSEKYVFITGCDSGFGNLLAKQLVDRGMQVLAACFTEEGSQKLQRDTSYRLQTTLLDVTKSESIKAAAQWVRDKVGEQGLWALVNNAGVGLPSGPNEWLTKDDFVKVINVNLVGLIEVTLHMLPMVKRARGRVVNMSSSGGRVAVIGGGYCVSKFGVEAFSDSIRRELYYFGVKVCIIEPGNYRTAILGKENLESRMRKLWERLPQETRDSYGEDYFRIYTDKLKNIMQVAEPRVRDVINSMEHAIVSRSPRIRYNPGLDAKLLYIPLAKLPTPVTDF.... Result: 1 (interaction). (2) The miRNA is mmu-miR-290b-5p with sequence GCUUAAAACUAGGCGGCACUUU. The protein sequence of the target gene is MGKEQELVQAVKAEDVGTAQRLLQRPRPGKAKLLGSTKKINVNFQDPDGFSALHHAALNGNTELISLLLEAQAAVDIKDNKGMRPLHYAAWQGRKEPMKLVLKAGSAVNVPSDEGHIPLHLAAQHGHYDVSEMLLQHQSNPCMVDNSGKTPLDLACEFGRVGVVQLLLSSNMCAALLEPRPGDTTDPNGTSPLHLAAKNGHIDIIRLLLQAGIDINRQTKSGTALHEAALCGKTEVVRLLLDSGINAQVRNTYSQTALDIVHQFTTSQASKEIKQLLREASAALQVRATKDYCNNYDLTS.... Result: 0 (no interaction).